This data is from Catalyst prediction with 721,799 reactions and 888 catalyst types from USPTO. The task is: Predict which catalyst facilitates the given reaction. (1) Reactant: [CH3:1][C:2]1[C:3]([C:18]([O:20]C)=[O:19])=[CH:4][S:5][C:6]=1[CH:7]1[CH2:11][CH2:10][CH2:9][N:8]1[CH:12]1[CH2:17][CH2:16][O:15][CH2:14][CH2:13]1.[OH-].[Na+]. Product: [CH3:1][C:2]1[C:3]([C:18]([OH:20])=[O:19])=[CH:4][S:5][C:6]=1[CH:7]1[CH2:11][CH2:10][CH2:9][N:8]1[CH:12]1[CH2:17][CH2:16][O:15][CH2:14][CH2:13]1. The catalyst class is: 5. (2) Reactant: [Si]([O:8][CH2:9][CH:10]([C:14]1[N:31]([CH2:32][C@H:33]2[CH2:38][CH2:37][C@H:36]([CH3:39])[CH2:35][CH2:34]2)[C:17]2[C:18]([C:24]3[CH:25]=[N:26][CH:27]=[C:28]([Cl:30])[CH:29]=3)=[N:19][C:20]([C:22]#[N:23])=[CH:21][C:16]=2[N:15]=1)[O:11][CH2:12][CH3:13])(C(C)(C)C)(C)C.CCCC[N+](CCCC)(CCCC)CCCC.[F-]. Product: [Cl:30][C:28]1[CH:29]=[C:24]([C:18]2[C:17]3[N:31]([CH2:32][C@H:33]4[CH2:34][CH2:35][C@H:36]([CH3:39])[CH2:37][CH2:38]4)[C:14]([CH:10]([O:11][CH2:12][CH3:13])[CH2:9][OH:8])=[N:15][C:16]=3[CH:21]=[C:20]([C:22]#[N:23])[N:19]=2)[CH:25]=[N:26][CH:27]=1. The catalyst class is: 56. (3) The catalyst class is: 10. Product: [Br:14][CH2:15][CH2:16][CH2:17][O:1][C:2]1[CH:11]=[CH:10][C:5]([C:6]([O:8][CH3:9])=[O:7])=[CH:4][C:3]=1[O:12][CH3:13]. Reactant: [OH:1][C:2]1[CH:11]=[CH:10][C:5]([C:6]([O:8][CH3:9])=[O:7])=[CH:4][C:3]=1[O:12][CH3:13].[Br:14][CH2:15][CH2:16][CH2:17]Br.C(=O)([O-])[O-].[K+].[K+]. (4) Reactant: [H-].[Na+].[NH2:3][C:4]1[CH:5]=[C:6]([NH:14][C:15](=[O:20])[CH2:16][CH2:17][CH2:18]Cl)[CH:7]=[C:8]([C:10]([F:13])([F:12])[F:11])[CH:9]=1. Product: [NH2:3][C:4]1[CH:5]=[C:6]([N:14]2[CH2:18][CH2:17][CH2:16][C:15]2=[O:20])[CH:7]=[C:8]([C:10]([F:13])([F:12])[F:11])[CH:9]=1. The catalyst class is: 1. (5) Reactant: [F:1][C:2]1[CH:3]=[C:4]([CH:28]=[CH:29][CH:30]=1)[CH2:5][N:6]1[CH2:11][CH2:10][CH:9]([CH2:12][O:13][C:14]2[C:23]([CH:24]3[CH2:26][CH2:25]3)=[CH:22][C:17]([C:18]([O:20]C)=[O:19])=[C:16]([F:27])[CH:15]=2)[CH2:8][CH2:7]1.[OH-].[Li+].Cl. Product: [F:1][C:2]1[CH:3]=[C:4]([CH:28]=[CH:29][CH:30]=1)[CH2:5][N:6]1[CH2:11][CH2:10][CH:9]([CH2:12][O:13][C:14]2[C:23]([CH:24]3[CH2:26][CH2:25]3)=[CH:22][C:17]([C:18]([OH:20])=[O:19])=[C:16]([F:27])[CH:15]=2)[CH2:8][CH2:7]1. The catalyst class is: 20.